From a dataset of Catalyst prediction with 721,799 reactions and 888 catalyst types from USPTO. Predict which catalyst facilitates the given reaction. Reactant: Cl[C:2]1[C:3]2[N:4]([C:8]([CH:12]3[CH2:15][CH2:14][CH2:13]3)=[N:9][C:10]=2[I:11])[CH:5]=[CH:6][N:7]=1.[NH3:16]. Product: [CH:12]1([C:8]2[N:4]3[CH:5]=[CH:6][N:7]=[C:2]([NH2:16])[C:3]3=[C:10]([I:11])[N:9]=2)[CH2:15][CH2:14][CH2:13]1. The catalyst class is: 41.